This data is from Reaction yield outcomes from USPTO patents with 853,638 reactions. The task is: Predict the reaction yield, written as a fraction of the theoretical maximum amount of product (1.0 means a 100% yield; for example, 0.34 means a 34% yield). (1) The reactants are C([O:5]O)(C)(C)C.C([Li])CCC.[CH:12]1([NH:15][C:16](=[O:22])/[CH:17]=[CH:18]/[CH2:19][CH2:20][CH3:21])[CH2:14][CH2:13]1.S(S([O-])=O)([O-])=O.[Na+].[Na+]. The catalyst is O1CCCC1. The product is [CH:12]1([NH:15][C:16]([CH:17]2[CH:18]([CH2:19][CH2:20][CH3:21])[O:5]2)=[O:22])[CH2:14][CH2:13]1. The yield is 0.990. (2) The reactants are [N:1]([CH2:4][CH2:5][NH:6]C(=O)CCCCCCCCCCCCC)=[N+:2]=[N-:3].[C:22]([C:26]1[CH:34]=[CH:33][C:29]([C:30](Cl)=[O:31])=[CH:28][CH:27]=1)([CH3:25])([CH3:24])[CH3:23].N(CCN)=[N+]=[N-].C(N(CC)CC)C. The catalyst is ClCCl. The product is [N:1]([CH2:4][CH2:5][NH:6][C:30](=[O:31])[C:29]1[CH:33]=[CH:34][C:26]([C:22]([CH3:25])([CH3:24])[CH3:23])=[CH:27][CH:28]=1)=[N+:2]=[N-:3]. The yield is 0.730. (3) The reactants are CC([N:4]1[C:12]2[C:7](=[CH:8][CH:9]=[CH:10][CH:11]=2)[C:6]([O:13]C(C)=O)=[CH:5]1)=O.[OH-].[Na+].O.C(O)(=O)CC(CC(O)=O)(C(O)=O)O.[Na+].[Cl-]. The catalyst is O. The product is [OH:13][C:6]1[C:7]2[C:12](=[CH:11][CH:10]=[CH:9][CH:8]=2)[NH:4][CH:5]=1. The yield is 0.800. (4) The reactants are [C:1]([C:5]1[CH:14]=[CH:13][C:8]([CH2:9][NH:10][CH2:11][CH3:12])=[CH:7][CH:6]=1)([CH3:4])([CH3:3])[CH3:2].[CH2:15]([O:17][C@H:18]([C:31]([O:33][CH2:34][CH3:35])=[O:32])[CH2:19][C:20]1[CH:30]=[CH:29][C:23]([O:24][CH2:25][C:26]([OH:28])=O)=[CH:22][CH:21]=1)[CH3:16].C(N(CC)C(C)C)(C)C.F[B-](F)(F)F.N1(OC(N(C)C)=[N+](C)C)C2C=CC=CC=2N=N1. The catalyst is C(Cl)Cl. The product is [C:1]([C:5]1[CH:6]=[CH:7][C:8]([CH2:9][N:10]([CH2:11][CH3:12])[C:26](=[O:28])[CH2:25][O:24][C:23]2[CH:22]=[CH:21][C:20]([CH2:19][C@H:18]([O:17][CH2:15][CH3:16])[C:31]([O:33][CH2:34][CH3:35])=[O:32])=[CH:30][CH:29]=2)=[CH:13][CH:14]=1)([CH3:3])([CH3:2])[CH3:4]. The yield is 0.580.